This data is from Forward reaction prediction with 1.9M reactions from USPTO patents (1976-2016). The task is: Predict the product of the given reaction. (1) Given the reactants [CH:1]12[CH2:7][CH:4]([CH2:5][CH2:6]1)[CH:3]=[CH:2]2.O=[O+][O-].C1(C)C=CC(S(O)(=O)=[O:18])=CC=1.[C:22](=O)(O)[O-:23].[Na+].CSC.[CH3:30][OH:31], predict the reaction product. The product is: [CH3:30][O:31][CH:2]([O:23][CH3:22])[CH:1]1[CH2:6][CH2:5][CH:4]([CH:3]=[O:18])[CH2:7]1. (2) Given the reactants [CH2:1]([C:8]1[CH:9]=[N:10][C:11]2[C:16]([C:17]=1[C:18]1[CH:19]=[C:20]([NH2:24])[CH:21]=[CH:22][CH:23]=1)=[CH:15][CH:14]=[CH:13][C:12]=2[C:25]([F:28])([F:27])[F:26])[C:2]1[CH:7]=[CH:6][CH:5]=[CH:4][CH:3]=1.[F:29][C:30]([F:41])([F:40])[O:31][C:32]1[CH:39]=[CH:38][CH:37]=[CH:36][C:33]=1[CH:34]=O, predict the reaction product. The product is: [CH2:1]([C:8]1[CH:9]=[N:10][C:11]2[C:16]([C:17]=1[C:18]1[CH:19]=[C:20]([NH:24][CH2:34][C:33]3[CH:36]=[CH:37][CH:38]=[CH:39][C:32]=3[O:31][C:30]([F:29])([F:40])[F:41])[CH:21]=[CH:22][CH:23]=1)=[CH:15][CH:14]=[CH:13][C:12]=2[C:25]([F:28])([F:26])[F:27])[C:2]1[CH:3]=[CH:4][CH:5]=[CH:6][CH:7]=1.